From a dataset of Catalyst prediction with 721,799 reactions and 888 catalyst types from USPTO. Predict which catalyst facilitates the given reaction. Reactant: [Cl:1][C:2]1[CH:3]=[C:4]([CH:17]=[CH:18][C:19]=1[Cl:20])[CH2:5][NH:6][C:7]1[CH:8]=[CH:9][C:10]2[N:11]([C:13]([NH2:16])=[CH:14][N:15]=2)[N:12]=1.[CH3:21][O:22][C:23]1[CH:31]=[CH:30][C:26]([C:27](Cl)=[O:28])=[CH:25][CH:24]=1. Product: [Cl:1][C:2]1[CH:3]=[C:4]([CH:17]=[CH:18][C:19]=1[Cl:20])[CH2:5][NH:6][C:7]1[CH:8]=[CH:9][C:10]2[N:11]([C:13]([NH:16][C:27](=[O:28])[C:26]3[CH:30]=[CH:31][C:23]([O:22][CH3:21])=[CH:24][CH:25]=3)=[CH:14][N:15]=2)[N:12]=1. The catalyst class is: 17.